From a dataset of Experimental lipophilicity measurements (octanol/water distribution) for 4,200 compounds from AstraZeneca. Regression/Classification. Given a drug SMILES string, predict its absorption, distribution, metabolism, or excretion properties. Task type varies by dataset: regression for continuous measurements (e.g., permeability, clearance, half-life) or binary classification for categorical outcomes (e.g., BBB penetration, CYP inhibition). For this dataset (lipophilicity_astrazeneca), we predict Y. (1) The compound is CN(C)CC(O)COc1ccc(Nc2nccc(Nc3cccc(Cl)c3)n2)cc1. The Y is 2.50 logD. (2) The compound is O=c1[nH]c2c(O)ccc([C@@H](O)CNCCCOCCOCCc3ccccc3)c2s1. The Y is 1.09 logD. (3) The drug is CCN(CC)c1ccc(-c2nn3c(-c4[nH]nc5c4CCC5)nnc3s2)cc1. The Y is 3.37 logD.